This data is from Forward reaction prediction with 1.9M reactions from USPTO patents (1976-2016). The task is: Predict the product of the given reaction. (1) Given the reactants [CH3:1][C:2]([OH:10])([CH2:8][CH3:9])[CH2:3][CH2:4][CH2:5][CH2:6][OH:7].[CH:11]12[CH:20]3[CH2:21][CH:17]([CH:18]=[CH:19]3)[CH:16]1[CH:15]1[CH2:22][CH:12]2[CH:13]([CH2:23][CH2:24][C:25](OC)=[O:26])[CH2:14]1, predict the reaction product. The product is: [CH:11]12[CH:20]3[CH2:21][CH:17]([CH:18]=[CH:19]3)[CH:16]1[CH:15]1[CH2:22][CH:12]2[CH:13]([CH2:23][CH2:24][C:25]([O:7][CH2:6][CH2:5][CH2:4][CH2:3][C:2]([OH:10])([CH3:1])[CH2:8][CH3:9])=[O:26])[CH2:14]1. (2) Given the reactants [N+:1]([C:4]1[CH:10]=[CH:9][C:8]([C:11]([F:14])([F:13])[F:12])=[CH:7][C:5]=1[NH2:6])([O-:3])=[O:2].O[CH2:16][CH:17]([CH2:19]O)O.[Na+].[N+](C1C=C(S([O-])(=O)=O)C=CC=1)([O-])=O, predict the reaction product. The product is: [N+:1]([C:4]1[CH:10]=[CH:9][C:8]([C:11]([F:12])([F:13])[F:14])=[C:7]2[C:5]=1[N:6]=[CH:19][CH:17]=[CH:16]2)([O-:3])=[O:2]. (3) The product is: [C:18]([C:15]1[CH:16]=[CH:17][C:12]([S:9]([N:8]([C:7]2[C:2]([C:33]([C:30]3[CH:31]=[N:32][C:27]([F:26])=[CH:28][CH:29]=3)=[O:34])=[N:3][CH:4]=[C:5]([Cl:25])[CH:6]=2)[CH2:22][O:23][CH3:24])(=[O:11])=[O:10])=[CH:13][CH:14]=1)([CH3:21])([CH3:20])[CH3:19]. Given the reactants Br[C:2]1[C:7]([N:8]([CH2:22][O:23][CH3:24])[S:9]([C:12]2[CH:17]=[CH:16][C:15]([C:18]([CH3:21])([CH3:20])[CH3:19])=[CH:14][CH:13]=2)(=[O:11])=[O:10])=[CH:6][C:5]([Cl:25])=[CH:4][N:3]=1.[F:26][C:27]1[N:32]=[CH:31][C:30]([CH:33]=[O:34])=[CH:29][CH:28]=1, predict the reaction product. (4) Given the reactants CS(OS(C)(=O)=O)(=O)=O.[C:10]([O:14][C:15]([N:17]([C:29]([O:31][C:32]([CH3:35])([CH3:34])[CH3:33])=[O:30])[C:18]1[N:28]=[C:21]2[CH:22]=[CH:23][CH:24]=[C:25]([CH2:26]O)[N:20]2[N:19]=1)=[O:16])([CH3:13])([CH3:12])[CH3:11].C(N(CC)C(C)C)(C)C.[NH:45]1[CH2:50][CH2:49][NH:48][CH2:47][C:46]1=[O:51], predict the reaction product. The product is: [C:32]([O:31][C:29]([N:17]([C:15]([O:14][C:10]([CH3:13])([CH3:12])[CH3:11])=[O:16])[C:18]1[N:28]=[C:21]2[CH:22]=[CH:23][CH:24]=[C:25]([CH2:26][N:48]3[CH2:49][CH2:50][NH:45][C:46](=[O:51])[CH2:47]3)[N:20]2[N:19]=1)=[O:30])([CH3:34])([CH3:35])[CH3:33]. (5) Given the reactants [C:1]([C:5]1[CH:30]=[CH:29][CH:28]=[CH:27][C:6]=1[O:7][P:8]([CH2:21][C:22]([O:24][CH2:25][CH3:26])=[O:23])([O:10][C:11]1[CH:16]=[CH:15][CH:14]=[CH:13][C:12]=1[C:17]([CH3:20])([CH3:19])[CH3:18])=[O:9])([CH3:4])([CH3:3])[CH3:2].[CH3:31]C(C)([O-])C.[K+].IC, predict the reaction product. The product is: [C:1]([C:5]1[CH:30]=[CH:29][CH:28]=[CH:27][C:6]=1[O:7][P:8]([CH:21]([CH3:31])[C:22]([O:24][CH2:25][CH3:26])=[O:23])([O:10][C:11]1[CH:16]=[CH:15][CH:14]=[CH:13][C:12]=1[C:17]([CH3:20])([CH3:19])[CH3:18])=[O:9])([CH3:2])([CH3:3])[CH3:4]. (6) Given the reactants [Br:1][C:2]1[CH:3]=[CH:4][CH:5]=[C:6]2[C:10]=1[NH:9]C(=O)[C:7]2=[O:12].[OH2:13].OO.Cl, predict the reaction product. The product is: [NH2:9][C:10]1[C:2]([Br:1])=[CH:3][CH:4]=[CH:5][C:6]=1[C:7]([OH:12])=[O:13].